Dataset: Forward reaction prediction with 1.9M reactions from USPTO patents (1976-2016). Task: Predict the product of the given reaction. Given the reactants I[C:2]1[CH:3]=[N:4][CH:5]=[N:6][CH:7]=1.[OH:8][C:9]1[CH:14]=[CH:13][C:12]([C:15]#[C:16][C:17]2[CH:22]=[CH:21][C:20]([CH2:23][CH:24]([NH:26][C:27](=[O:29])[CH3:28])[CH3:25])=[CH:19][CH:18]=2)=[CH:11][CH:10]=1.Cl.CN(C)CC(O)=O.C([O-])([O-])=O.[Cs+].[Cs+], predict the reaction product. The product is: [N:4]1[CH:3]=[C:2]([O:8][C:9]2[CH:14]=[CH:13][C:12]([C:15]#[C:16][C:17]3[CH:22]=[CH:21][C:20]([CH2:23][CH:24]([NH:26][C:27](=[O:29])[CH3:28])[CH3:25])=[CH:19][CH:18]=3)=[CH:11][CH:10]=2)[CH:7]=[N:6][CH:5]=1.